From a dataset of Forward reaction prediction with 1.9M reactions from USPTO patents (1976-2016). Predict the product of the given reaction. (1) Given the reactants C([BH-](C(CC)C)C(CC)C)(CC)C.[Li+].[F:15][C:16]1[C:21]([C@@H:22]([N:24]2[CH2:29][C@H:28]([CH3:30])[O:27][C:26](=[O:31])[C:25]2=[O:32])[CH3:23])=[CH:20][CH:19]=[C:18]([F:33])[N:17]=1.[OH-].[Na+].OO.S(=O)(O)[O-].[Na+], predict the reaction product. The product is: [F:15][C:16]1[C:21]([C@@H:22]([N:24]2[CH2:29][CH:28]([CH3:30])[O:27][C@H:26]([OH:31])[C:25]2=[O:32])[CH3:23])=[CH:20][CH:19]=[C:18]([F:33])[N:17]=1. (2) Given the reactants [N+:1]([C:4]1[CH:5]=[C:6]([CH:13]=[CH:14][CH:15]=1)[C:7]([O:9][CH2:10][CH:11]=[CH2:12])=[O:8])([O-])=O, predict the reaction product. The product is: [NH2:1][C:4]1[CH:5]=[C:6]([CH:13]=[CH:14][CH:15]=1)[C:7]([O:9][CH2:10][CH:11]=[CH2:12])=[O:8]. (3) The product is: [CH3:24][CH:23]([CH3:25])[CH2:22][CH2:21][NH:26][CH:2]1[C:10]2[C:5](=[CH:6][C:7]([O:11][C:12]3[CH:20]=[CH:19][C:15]([C:16]([NH2:18])=[O:17])=[CH:14][N:13]=3)=[CH:8][CH:9]=2)[CH2:4][CH2:3]1. Given the reactants O=[C:2]1[C:10]2[C:5](=[CH:6][C:7]([O:11][C:12]3[CH:20]=[CH:19][C:15]([C:16]([NH2:18])=[O:17])=[CH:14][N:13]=3)=[CH:8][CH:9]=2)[CH2:4][CH2:3]1.[CH2:21]([NH2:26])[CH2:22][CH:23]([CH3:25])[CH3:24].C1COCC1.[BH3-]C#N.[Na+], predict the reaction product. (4) Given the reactants [O:1]1[CH2:6][CH2:5][CH2:4][CH2:3][CH:2]1[O:7][NH:8][C:9]([C:11]1[CH:12]=[C:13]2[C:18](=[CH:19][CH:20]=1)[CH2:17][NH:16][CH2:15][CH2:14]2)=[O:10].[N:21]1[CH:26]=[CH:25][CH:24]=[CH:23][C:22]=1[CH2:27][C:28](O)=[O:29].C1C=CC2N(O)N=NC=2C=1.C(Cl)CCl, predict the reaction product. The product is: [N:21]1[CH:26]=[CH:25][CH:24]=[CH:23][C:22]=1[CH2:27][C:28]([N:16]1[CH2:15][CH2:14][C:13]2[C:18](=[CH:19][CH:20]=[C:11]([C:9]([NH:8][O:7][CH:2]3[CH2:3][CH2:4][CH2:5][CH2:6][O:1]3)=[O:10])[CH:12]=2)[CH2:17]1)=[O:29]. (5) Given the reactants Cl[C:2]1[N:7]=[CH:6][C:5]([CH2:8][C:9]([O:11][CH3:12])=[O:10])=[CH:4][CH:3]=1.[CH2:13]([O:16][C:17]1[CH:22]=[CH:21][C:20](B(O)O)=[C:19]([C:26]([F:29])([F:28])[F:27])[CH:18]=1)[CH2:14][CH3:15].[F-].[Cs+], predict the reaction product. The product is: [CH2:13]([O:16][C:17]1[CH:22]=[CH:21][C:20]([C:2]2[N:7]=[CH:6][C:5]([CH2:8][C:9]([O:11][CH3:12])=[O:10])=[CH:4][CH:3]=2)=[C:19]([C:26]([F:27])([F:28])[F:29])[CH:18]=1)[CH2:14][CH3:15]. (6) The product is: [CH3:1][C:2]1([CH3:20])[C:6]([CH3:7])([CH3:8])[O:5][B:4]([C:9]2[CH:10]=[N:11][N:12]([CH:14]3[CH2:18][CH2:17][CH2:16][CH:15]3[OH:19])[CH:13]=2)[O:3]1. Given the reactants [CH3:1][C:2]1([CH3:20])[C:6]([CH3:8])([CH3:7])[O:5][B:4]([C:9]2[CH:10]=[N:11][N:12]([CH:14]3[CH2:18][CH2:17][CH2:16][C:15]3=[O:19])[CH:13]=2)[O:3]1.[BH4-].[Na+], predict the reaction product. (7) Given the reactants [CH3:1][O:2][CH2:3][CH2:4][C:5]([Cl:7])=[O:6].[NH2:8][C:9]1[CH:10]=[N:11][C:12]2[C:17]([C:18]=1[NH:19][CH2:20][C:21]([CH3:24])([OH:23])[CH3:22])=[N:16][CH:15]=[C:14]([Br:25])[CH:13]=2.C(Cl)(Cl)Cl, predict the reaction product. The product is: [ClH:7].[Br:25][C:14]1[CH:13]=[C:12]2[C:17]([C:18]([NH:19][CH2:20][C:21]([OH:23])([CH3:22])[CH3:24])=[C:9]([NH:8][C:5](=[O:6])[CH2:4][CH2:3][O:2][CH3:1])[CH:10]=[N:11]2)=[N:16][CH:15]=1.